This data is from Full USPTO retrosynthesis dataset with 1.9M reactions from patents (1976-2016). The task is: Predict the reactants needed to synthesize the given product. (1) Given the product [CH3:29][C:30]1[C:35]([O:36][C:37]2[C:38]([NH:50][C:2]3[S:3][N:16]=[C:17]([C@H:18]4[CH2:22][O:21][C:20]5([CH2:23][CH2:24][CH2:25][CH2:26][CH2:27]5)[O:19]4)[N:1]=3)=[N:39][CH:40]=[C:41]([S:43][C:44]3[CH:49]=[CH:48][CH:47]=[CH:46][N:45]=3)[CH:42]=2)=[CH:34][CH:33]=[CH:32][N:31]=1, predict the reactants needed to synthesize it. The reactants are: [N-:1]=[C:2]=[S:3].[Na+].N1C=CC=CC=1.CS(O[N:16]=[C:17](Cl)[C@H:18]1[CH2:22][O:21][C:20]2([CH2:27][CH2:26][CH2:25][CH2:24][CH2:23]2)[O:19]1)(=O)=O.[CH3:29][C:30]1[C:35]([O:36][C:37]2[C:38]([NH2:50])=[N:39][CH:40]=[C:41]([S:43][C:44]3[CH:49]=[CH:48][CH:47]=[CH:46][N:45]=3)[CH:42]=2)=[CH:34][CH:33]=[CH:32][N:31]=1. (2) Given the product [Cl:28][C:25]1[CH:24]=[CH:23][C:22]([CH2:21][C:17]2[C:16](=[O:15])[N:1]([C:3]3[S:4][C:5]([C:9]([O:11][CH3:12])=[O:10])=[C:6]([CH3:8])[N:7]=3)[NH:2][C:18]=2[CH3:20])=[CH:27][CH:26]=1, predict the reactants needed to synthesize it. The reactants are: [NH:1]([C:3]1[S:4][C:5]([C:9]([O:11][CH3:12])=[O:10])=[C:6]([CH3:8])[N:7]=1)[NH2:2].C([O:15][C:16](=O)[CH:17]([CH2:21][C:22]1[CH:27]=[CH:26][C:25]([Cl:28])=[CH:24][CH:23]=1)[C:18]([CH3:20])=O)C. (3) Given the product [CH3:40][O:39][CH2:38][CH2:37][NH:36][S:33]([C:30]1[CH:31]=[CH:32][C:27]([C:2]#[C:1][C:3]2[CH:4]=[N:5][N:6]3[C:11]([C:12]([F:14])([F:13])[F:15])=[CH:10][C:9]([C:16]4[CH:21]=[CH:20][C:19]([C:22]([F:25])([F:24])[F:23])=[CH:18][CH:17]=4)=[N:8][C:7]=23)=[CH:28][CH:29]=1)(=[O:34])=[O:35], predict the reactants needed to synthesize it. The reactants are: [C:1]([C:3]1[CH:4]=[N:5][N:6]2[C:11]([C:12]([F:15])([F:14])[F:13])=[CH:10][C:9]([C:16]3[CH:21]=[CH:20][C:19]([C:22]([F:25])([F:24])[F:23])=[CH:18][CH:17]=3)=[N:8][C:7]=12)#[CH:2].Br[C:27]1[CH:32]=[CH:31][C:30]([S:33]([NH:36][CH2:37][CH2:38][O:39][CH3:40])(=[O:35])=[O:34])=[CH:29][CH:28]=1. (4) The reactants are: [Cl:1][C:2]1[C:8]([C:9]([F:12])([F:11])[F:10])=[CH:7][C:5]([NH2:6])=[CH:4][CH:3]=1.[C:13](N1C=CN=C1)(N1C=CN=C1)=[O:14].[NH2:25][C:26]1[CH:41]=[CH:40][C:29]([O:30][C:31]2[CH:36]=[CH:35][N:34]=[C:33]([C:37]([NH2:39])=[O:38])[CH:32]=2)=[CH:28][CH:27]=1.CCOC(C)=O. Given the product [Cl:1][C:2]1[CH:3]=[CH:4][C:5]([NH:6][C:13]([NH:25][C:26]2[CH:41]=[CH:40][C:29]([O:30][C:31]3[CH:36]=[CH:35][N:34]=[C:33]([C:37](=[O:38])[NH2:39])[CH:32]=3)=[CH:28][CH:27]=2)=[O:14])=[CH:7][C:8]=1[C:9]([F:10])([F:11])[F:12], predict the reactants needed to synthesize it. (5) Given the product [Cl:15][C:16]1[CH:22]=[CH:21][C:19]([NH:20][C:9](=[O:14])[C:10]([O:12][CH3:13])=[O:11])=[CH:18][CH:17]=1, predict the reactants needed to synthesize it. The reactants are: C(N(CC)CC)C.Cl[C:9](=[O:14])[C:10]([O:12][CH3:13])=[O:11].[Cl:15][C:16]1[CH:22]=[CH:21][C:19]([NH2:20])=[CH:18][CH:17]=1.Cl. (6) Given the product [Br:1][C:2]1[CH:3]=[C:4]2[C:9]([C:8]([CH3:12])=[CH:7][C:6]([OH:13])=[CH:5]2)=[CH:10][CH:11]=1, predict the reactants needed to synthesize it. The reactants are: [Br:1][C:2]1[CH:3]=[C:4]2[C:9](=[CH:10][CH:11]=1)[C:8]([CH3:12])=[CH:7][C:6]([O:13]C)=[CH:5]2.